This data is from NCI-60 drug combinations with 297,098 pairs across 59 cell lines. The task is: Regression. Given two drug SMILES strings and cell line genomic features, predict the synergy score measuring deviation from expected non-interaction effect. (1) Drug 1: CN1CCC(CC1)COC2=C(C=C3C(=C2)N=CN=C3NC4=C(C=C(C=C4)Br)F)OC. Drug 2: C1=CC(=CC=C1C#N)C(C2=CC=C(C=C2)C#N)N3C=NC=N3. Cell line: SNB-19. Synergy scores: CSS=7.40, Synergy_ZIP=-1.32, Synergy_Bliss=5.81, Synergy_Loewe=2.86, Synergy_HSA=5.32. (2) Drug 1: CCCS(=O)(=O)NC1=C(C(=C(C=C1)F)C(=O)C2=CNC3=C2C=C(C=N3)C4=CC=C(C=C4)Cl)F. Drug 2: C1=NC(=NC(=O)N1C2C(C(C(O2)CO)O)O)N. Cell line: HCC-2998. Synergy scores: CSS=8.02, Synergy_ZIP=9.02, Synergy_Bliss=7.97, Synergy_Loewe=-9.23, Synergy_HSA=-4.05. (3) Drug 1: C#CCC(CC1=CN=C2C(=N1)C(=NC(=N2)N)N)C3=CC=C(C=C3)C(=O)NC(CCC(=O)O)C(=O)O. Drug 2: COC1=C2C(=CC3=C1OC=C3)C=CC(=O)O2. Cell line: UACC62. Synergy scores: CSS=0.612, Synergy_ZIP=1.14, Synergy_Bliss=2.90, Synergy_Loewe=0.0483, Synergy_HSA=0.413.